This data is from Reaction yield outcomes from USPTO patents with 853,638 reactions. The task is: Predict the reaction yield, written as a fraction of the theoretical maximum amount of product (1.0 means a 100% yield; for example, 0.34 means a 34% yield). (1) The reactants are F[C:2]1[CH:7]=[C:6]([F:8])[N:5]=[C:4]([NH:9][C@H:10]([C:12]2[CH:13]=[N:14][N:15]([C:17]3[CH:22]=[CH:21][C:20]([F:23])=[CH:19][CH:18]=3)[CH:16]=2)[CH3:11])[N:3]=1.[NH2:24][C@@H:25]([C@H:28]([O:30][C:31]([CH3:34])([CH3:33])[CH3:32])[CH3:29])[CH2:26][OH:27].C(N(C(C)C)C(C)C)C. The catalyst is CS(C)=O.C(OCC)(=O)C.[Cl-].[Na+]. The product is [C:31]([O:30][C@H:28]([CH3:29])[C@H:25]([NH:24][C:2]1[CH:7]=[C:6]([F:8])[N:5]=[C:4]([NH:9][C@H:10]([C:12]2[CH:13]=[N:14][N:15]([C:17]3[CH:22]=[CH:21][C:20]([F:23])=[CH:19][CH:18]=3)[CH:16]=2)[CH3:11])[N:3]=1)[CH2:26][OH:27])([CH3:34])([CH3:32])[CH3:33]. The yield is 0.500. (2) The product is [C:2]1([CH:1]([CH:9]2[CH2:14][CH2:13][NH:12][CH2:11][CH2:10]2)[OH:8])[CH:3]=[CH:4][CH:5]=[CH:6][CH:7]=1. The catalyst is CCO.CC(O)=O.O=[Pt]=O. The yield is 1.00. The reactants are [C:1]([C:9]1[CH:14]=[CH:13][N:12]=[CH:11][CH:10]=1)(=[O:8])[C:2]1[CH:7]=[CH:6][CH:5]=[CH:4][CH:3]=1.[H][H]. (3) The reactants are [Cl:1][C:2]1[CH:7]=[C:6]([Cl:8])[CH:5]=[CH:4][C:3]=1[C:9]1[N:10]=[C:11](/[CH:16]=[CH:17]/[C:18]2[CH:23]=[CH:22][C:21]([C:24]3[CH:29]=[CH:28][C:27]([O:30][C:31]4[CH:36]=[CH:35][C:34]([NH:37][S:38]([C:41]([F:44])([F:43])[F:42])(=[O:40])=[O:39])=[CH:33][CH:32]=4)=[CH:26][CH:25]=3)=[CH:20][CH:19]=2)[N:12]([CH2:14][CH3:15])[CH:13]=1.I[CH3:46]. No catalyst specified. The product is [Cl:1][C:2]1[CH:7]=[C:6]([Cl:8])[CH:5]=[CH:4][C:3]=1[C:9]1[N:10]=[C:11](/[CH:16]=[CH:17]/[C:18]2[CH:19]=[CH:20][C:21]([C:24]3[CH:29]=[CH:28][C:27]([O:30][C:31]4[CH:36]=[CH:35][C:34]([N:37]([CH3:46])[S:38]([C:41]([F:43])([F:44])[F:42])(=[O:39])=[O:40])=[CH:33][CH:32]=4)=[CH:26][CH:25]=3)=[CH:22][CH:23]=2)[N:12]([CH2:14][CH3:15])[CH:13]=1. The yield is 0.670. (4) The reactants are [NH2:1][C@H:2]([C:4]([O:6][CH3:7])=[O:5])[CH3:3].Cl.[CH2:9]([C:11]1[CH:16]=[CH:15][C:14]([S:17]([OH:20])(=[O:19])=[O:18])=[CH:13][CH:12]=1)[CH3:10]. The catalyst is C(OC)(=O)C. The product is [CH2:9]([C:11]1[CH:12]=[CH:13][C:14]([S:17]([OH:20])(=[O:18])=[O:19])=[CH:15][CH:16]=1)[CH3:10].[CH3:7][O:6][C:4](=[O:5])[C@H:2]([CH3:3])[NH2:1]. The yield is 0.478. (5) The reactants are [F:1][CH:2]([F:32])[C:3]1[N:7]([C:8]2[N:13]=[C:12]([N:14]3[CH2:19][CH2:18][O:17][CH2:16][CH2:15]3)[N:11]=[C:10]([CH:20]3[CH2:25][CH2:24][NH:23][CH2:22][CH2:21]3)[N:9]=2)[C:6]2[CH:26]=[CH:27][CH:28]=[C:29]([O:30][CH3:31])[C:5]=2[N:4]=1.CCN(C(C)C)C(C)C.Cl[CH2:43][CH2:44][S:45](Cl)(=[O:47])=[O:46].C(Cl)Cl.CCOC(C)=O. The catalyst is C(Cl)Cl. The product is [F:32][CH:2]([F:1])[C:3]1[N:7]([C:8]2[N:13]=[C:12]([N:14]3[CH2:15][CH2:16][O:17][CH2:18][CH2:19]3)[N:11]=[C:10]([CH:20]3[CH2:21][CH2:22][N:23]([S:45]([CH:44]=[CH2:43])(=[O:47])=[O:46])[CH2:24][CH2:25]3)[N:9]=2)[C:6]2[CH:26]=[CH:27][CH:28]=[C:29]([O:30][CH3:31])[C:5]=2[N:4]=1. The yield is 0.550. (6) The reactants are C1(P(C2C=CC=CC=2)C2C=CC=CC=2)C=CC=CC=1.[Br:20]Br.[OH:22][C:23]1[CH:28]=[CH:27][C:26]([CH2:29][CH2:30][CH2:31][CH2:32]O)=[CH:25][CH:24]=1.N1C=CN=C1. The catalyst is C(Cl)Cl. The product is [OH:22][C:23]1[CH:28]=[CH:27][C:26]([CH2:29][CH2:30][CH2:31][CH2:32][Br:20])=[CH:25][CH:24]=1. The yield is 0.880. (7) The reactants are [OH:1][C@@H:2]([C:23]1[CH:28]=[CH:27][CH:26]=[CH:25][CH:24]=1)[CH2:3][CH2:4][N:5]1[CH2:10][CH2:9][CH:8]([C:11]2[CH:12]=[C:13]([NH:17][C:18](=[O:22])[CH:19]([CH3:21])[CH3:20])[CH:14]=[CH:15][CH:16]=2)[CH2:7][CH2:6]1.[F:29][C:30]([F:39])([F:38])[C:31]1[CH:36]=[CH:35][C:34](O)=[CH:33][CH:32]=1.C1(P(C2C=CC=CC=2)C2C=CC=CC=2)C=CC=CC=1.N(C(OCC)=O)=NC(OCC)=O.N. The catalyst is C1COCC1.C(Cl)(Cl)Cl. The product is [CH3:20][CH:19]([CH3:21])[C:18]([NH:17][C:13]1[CH:14]=[CH:15][CH:16]=[C:11]([CH:8]2[CH2:9][CH2:10][N:5]([CH2:4][CH2:3][C@@H:2]([C:23]3[CH:24]=[CH:25][CH:26]=[CH:27][CH:28]=3)[O:1][C:34]3[CH:35]=[CH:36][C:31]([C:30]([F:39])([F:38])[F:29])=[CH:32][CH:33]=3)[CH2:6][CH2:7]2)[CH:12]=1)=[O:22]. The yield is 0.389.